Predict which catalyst facilitates the given reaction. From a dataset of Catalyst prediction with 721,799 reactions and 888 catalyst types from USPTO. (1) Reactant: [CH:1]1([C:4]2[CH:9]=[CH:8][C:7]([CH2:10][CH:11]([NH:14][CH:15]=O)[CH2:12][CH3:13])=[CH:6][C:5]=2[O:17][CH3:18])[CH2:3][CH2:2]1.O=P(Cl)(Cl)Cl. Product: [CH:1]1([C:4]2[CH:9]=[C:8]3[C:7]([CH2:10][CH:11]([CH2:12][CH3:13])[N:14]=[CH:15]3)=[CH:6][C:5]=2[O:17][CH3:18])[CH2:3][CH2:2]1. The catalyst class is: 10. (2) Reactant: [NH2:1][CH:2](C(OCC1C=CC=CC=1)=O)[CH2:3][O:4][CH2:5][CH2:6][O:7][CH2:8][CH2:9][O:10][CH2:11][CH2:12][O:13][CH2:14][CH2:15][C:16](=[O:26])[NH:17][NH:18][C:19]([O:21][C:22]([CH3:25])([CH3:24])[CH3:23])=[O:20]. Product: [NH2:1][CH2:2][CH2:3][O:4][CH2:5][CH2:6][O:7][CH2:8][CH2:9][O:10][CH2:11][CH2:12][O:13][CH2:14][CH2:15][C:16](=[O:26])[NH:17][NH:18][C:19]([O:21][C:22]([CH3:24])([CH3:23])[CH3:25])=[O:20]. The catalyst class is: 19. (3) Reactant: [NH:1]1[C:5]2[CH:6]=[CH:7][C:8]([C@@H:10]([NH:12][C:13]3[CH:18]=[C:17]([Cl:19])[N:16]=[CH:15][C:14]=3[NH2:20])[CH3:11])=[CH:9][C:4]=2[N:3]=[CH:2]1.Cl.[CH2:22](OC(=N)C)[CH3:23].N. Product: [NH:1]1[C:5]2[CH:6]=[CH:7][C:8]([C@@H:10]([N:12]3[C:13]4[CH:18]=[C:17]([Cl:19])[N:16]=[CH:15][C:14]=4[N:20]=[C:22]3[CH3:23])[CH3:11])=[CH:9][C:4]=2[N:3]=[CH:2]1. The catalyst class is: 8. (4) Reactant: [OH:1][C@H:2]1[CH2:10][C:9]2[C:4](=[CH:5][C:6]([I:11])=[CH:7][CH:8]=2)[C@@H:3]1[NH:12][C:13](=[O:19])OC(C)(C)C.Cl.[OH-].[Na+].[F:23][C:24]1[CH:32]=[CH:31][C:27](C(Cl)=O)=[CH:26][CH:25]=1. Product: [F:23][C:24]1[CH:32]=[CH:31][C:27]([C:13]([NH:12][C@H:3]2[C:4]3[C:9](=[CH:8][CH:7]=[C:6]([I:11])[CH:5]=3)[CH2:10][C@@H:2]2[OH:1])=[O:19])=[CH:26][CH:25]=1. The catalyst class is: 12.